This data is from Peptide-MHC class I binding affinity with 185,985 pairs from IEDB/IMGT. The task is: Regression. Given a peptide amino acid sequence and an MHC pseudo amino acid sequence, predict their binding affinity value. This is MHC class I binding data. (1) The binding affinity (normalized) is 0.694. The peptide sequence is TTLFCASDAK. The MHC is HLA-A11:01 with pseudo-sequence HLA-A11:01. (2) The binding affinity (normalized) is 0.335. The peptide sequence is PSDTIHASF. The MHC is HLA-B40:01 with pseudo-sequence HLA-B40:01. (3) The MHC is HLA-A02:06 with pseudo-sequence HLA-A02:06. The peptide sequence is EIARIENEM. The binding affinity (normalized) is 0. (4) The peptide sequence is SLNQTVHSL. The MHC is HLA-A02:06 with pseudo-sequence HLA-A02:06. The binding affinity (normalized) is 0.0532. (5) The peptide sequence is VVYPSVMTF. The MHC is H-2-Kb with pseudo-sequence H-2-Kb. The binding affinity (normalized) is 0.749. (6) The peptide sequence is YVPTEFWGF. The MHC is HLA-B51:01 with pseudo-sequence HLA-B51:01. The binding affinity (normalized) is 0.0847. (7) The peptide sequence is DEPASTEPVHDQLL. The MHC is HLA-A26:01 with pseudo-sequence HLA-A26:01. The binding affinity (normalized) is 0. (8) The peptide sequence is IEAEVIPA. The MHC is HLA-B44:03 with pseudo-sequence HLA-B44:03. The binding affinity (normalized) is 0.524. (9) The peptide sequence is KMLELEKCT. The MHC is HLA-A02:01 with pseudo-sequence HLA-A02:01. The binding affinity (normalized) is 0.196.